Dataset: Forward reaction prediction with 1.9M reactions from USPTO patents (1976-2016). Task: Predict the product of the given reaction. The product is: [F:1][C:2]1[CH:3]=[CH:4][C:5]2[O:11][C:13]([C:14]([N:16]([O:18][CH3:19])[CH3:17])=[O:15])=[C:8]([CH3:9])[C:6]=2[CH:7]=1. Given the reactants [F:1][C:2]1[CH:3]=[CH:4][C:5]([OH:11])=[C:6]([C:8](=O)[CH3:9])[CH:7]=1.Cl[CH2:13][C:14]([N:16]([O:18][CH3:19])[CH3:17])=[O:15].[I-].[Na+].C(=O)([O-])[O-].[K+].[K+].Cl.N12CCCN=C1CCCCC2, predict the reaction product.